Dataset: Cav3 T-type calcium channel HTS with 100,875 compounds. Task: Binary Classification. Given a drug SMILES string, predict its activity (active/inactive) in a high-throughput screening assay against a specified biological target. (1) The result is 0 (inactive). The drug is O=C1NCCNC1CC(=O)Nc1ccc(cc1)C(OCC)=O. (2) The molecule is O1C(CCC1)CNC(=O)c1c(n(c2nc3c(nc12)cccc3)CCOC)N. The result is 0 (inactive). (3) The drug is Brc1cc(CNCCSc2n(nnn2)C)cc(OC)c1OCc1ccc(F)cc1. The result is 0 (inactive). (4) The molecule is s1c(C(=O)N2N=C/3C(C2c2ccc(OC)cc2)CCCC3=C\c2ccc(OC)cc2)c(nc1)C. The result is 0 (inactive).